Dataset: Peptide-MHC class II binding affinity with 134,281 pairs from IEDB. Task: Regression. Given a peptide amino acid sequence and an MHC pseudo amino acid sequence, predict their binding affinity value. This is MHC class II binding data. (1) The peptide sequence is SSGKNEGTNIYNNNE. The MHC is HLA-DQA10101-DQB10501 with pseudo-sequence HLA-DQA10101-DQB10501. The binding affinity (normalized) is 0. (2) The peptide sequence is ISFCNANPGLMKDVA. The MHC is HLA-DPA10103-DPB10401 with pseudo-sequence HLA-DPA10103-DPB10401. The binding affinity (normalized) is 0.134. (3) The peptide sequence is DVPDYASLRSLVASS. The MHC is DRB1_0901 with pseudo-sequence DRB1_0901. The binding affinity (normalized) is 0.554. (4) The peptide sequence is NKNRENLYIKKLLED. The MHC is DRB1_0101 with pseudo-sequence DRB1_0101. The binding affinity (normalized) is 0.156. (5) The peptide sequence is ITAMSEVQKVSQPAT. The MHC is HLA-DQA10401-DQB10402 with pseudo-sequence HLA-DQA10401-DQB10402. The binding affinity (normalized) is 0.263. (6) The binding affinity (normalized) is 0.521. The MHC is HLA-DQA10501-DQB10301 with pseudo-sequence HLA-DQA10501-DQB10301. The peptide sequence is AAATAGTTVYWAFAA. (7) The peptide sequence is ARILLLVPSISLLSQ. The MHC is HLA-DQA10501-DQB10301 with pseudo-sequence HLA-DQA10501-DQB10301. The binding affinity (normalized) is 0.309. (8) The peptide sequence is QVAKAGLKTNDRKWC. The MHC is DRB1_1301 with pseudo-sequence DRB1_1301. The binding affinity (normalized) is 0.558. (9) The peptide sequence is LNCNINNVVRIKVPF. The MHC is DRB1_1501 with pseudo-sequence DRB1_1501. The binding affinity (normalized) is 0.270. (10) The peptide sequence is YDKFLANQSTVLTGK. The MHC is DRB1_0405 with pseudo-sequence DRB1_0405. The binding affinity (normalized) is 0.612.